This data is from Reaction yield outcomes from USPTO patents with 853,638 reactions. The task is: Predict the reaction yield, written as a fraction of the theoretical maximum amount of product (1.0 means a 100% yield; for example, 0.34 means a 34% yield). (1) The reactants are [C:1]([C:3]1[CH:4]([C:19]2[CH:24]=[CH:23][C:22]([O:25][CH3:26])=[CH:21][CH:20]=2)[CH:5]([C:14]([O:16][CH2:17][CH3:18])=[O:15])[S:6][C:7]=1[N:8]1[CH2:13][CH2:12][O:11][CH2:10][CH2:9]1)#[N:2].ClC1C(=O)C(C#N)=C(C#N)C(=O)C=1Cl. The catalyst is C1(C)C=CC=CC=1. The product is [C:1]([C:3]1[C:4]([C:19]2[CH:20]=[CH:21][C:22]([O:25][CH3:26])=[CH:23][CH:24]=2)=[C:5]([C:14]([O:16][CH2:17][CH3:18])=[O:15])[S:6][C:7]=1[N:8]1[CH2:13][CH2:12][O:11][CH2:10][CH2:9]1)#[N:2]. The yield is 0.660. (2) The reactants are [CH3:1][NH:2][C:3]([C:5]1[C:6]([C:13]2[CH:18]=[CH:17][CH:16]=[CH:15][CH:14]=2)=[N:7][O:8][C:9]=1[C:10]([OH:12])=O)=[O:4].O/[N:20]=[C:21](/[C:23]1[CH:40]=[CH:39][C:26]([CH2:27][N:28]2[CH2:31][CH:30]([C:32]([O:34][C:35]([CH3:38])([CH3:37])[CH3:36])=[O:33])[CH2:29]2)=[CH:25][CH:24]=1)\[NH2:22].C1C=CC2N(O)N=NC=2C=1.C(Cl)CCl.C(N(C(C)C)CC)(C)C. The catalyst is CN(C=O)C. The product is [CH3:1][NH:2][C:3]([C:5]1[C:6]([C:13]2[CH:18]=[CH:17][CH:16]=[CH:15][CH:14]=2)=[N:7][O:8][C:9]=1[C:10]1[O:12][N:22]=[C:21]([C:23]2[CH:24]=[CH:25][C:26]([CH2:27][N:28]3[CH2:29][CH:30]([C:32]([O:34][C:35]([CH3:36])([CH3:38])[CH3:37])=[O:33])[CH2:31]3)=[CH:39][CH:40]=2)[N:20]=1)=[O:4]. The yield is 0.433. (3) The catalyst is C1COCC1.O.CCO.C1C=CC(/C=C/C(/C=C/C2C=CC=CC=2)=O)=CC=1.C1C=CC(/C=C/C(/C=C/C2C=CC=CC=2)=O)=CC=1.C1C=CC(/C=C/C(/C=C/C2C=CC=CC=2)=O)=CC=1.[Pd].[Pd]. The product is [F:10][C:11]1[CH:16]=[CH:15][CH:14]=[C:13]([F:17])[C:12]=1[C:2]1[C:7]([F:8])=[CH:6][CH:5]=[C:4]([CH3:9])[N:3]=1. The reactants are Br[C:2]1[C:7]([F:8])=[CH:6][CH:5]=[C:4]([CH3:9])[N:3]=1.[F:10][C:11]1[CH:16]=[CH:15][CH:14]=[C:13]([F:17])[C:12]=1B(O)O.[F-].[K+].C(P(C(C)(C)C)C(C)(C)C)(C)(C)C.[BH4-].[Na+]. The yield is 0.860. (4) The reactants are [CH3:1][C:2]1[NH:3][C:4]([CH3:22])=[C:5]([CH2:7][NH:8][CH:9]2[CH2:14][CH2:13][N:12]([C:15]([O:17][C:18]([CH3:21])([CH3:20])[CH3:19])=[O:16])[CH2:11][CH2:10]2)[N:6]=1.C1CCN2C(=NCCC2)CC1.[C:34](=O)([O-])[O-:35].[K+].[K+]. The catalyst is ClCCl. The product is [CH3:1][C:2]1[N:6]2[C:34](=[O:35])[N:8]([CH:9]3[CH2:14][CH2:13][N:12]([C:15]([O:17][C:18]([CH3:19])([CH3:21])[CH3:20])=[O:16])[CH2:11][CH2:10]3)[CH2:7][C:5]2=[C:4]([CH3:22])[N:3]=1. The yield is 0.970. (5) The yield is 0.780. The reactants are Br[C:2]1[C:3]([CH3:13])=[C:4]([NH:8][S:9]([CH3:12])(=[O:11])=[O:10])[CH:5]=[CH:6][CH:7]=1.[B:14]1([B:14]2[O:18][C:17]([CH3:20])([CH3:19])[C:16]([CH3:22])([CH3:21])[O:15]2)[O:18][C:17]([CH3:20])([CH3:19])[C:16]([CH3:22])([CH3:21])[O:15]1.C([O-])(=O)C.[K+].N#N. The product is [CH3:13][C:3]1[C:2]([B:14]2[O:18][C:17]([CH3:20])([CH3:19])[C:16]([CH3:22])([CH3:21])[O:15]2)=[CH:7][CH:6]=[CH:5][C:4]=1[NH:8][S:9]([CH3:12])(=[O:11])=[O:10]. The catalyst is CS(C)=O.C(OCC)(=O)C.C1C=CC(P(C2C=CC=CC=2)[C-]2C=CC=C2)=CC=1.C1C=CC(P(C2C=CC=CC=2)[C-]2C=CC=C2)=CC=1.Cl[Pd]Cl.[Fe+2]. (6) The reactants are Br[C:2]1[N:3]=[N:4][C:5]([C:12]2[CH:17]=[CH:16][C:15]([C:18]([F:21])([F:20])[F:19])=[CH:14][CH:13]=2)=[CH:6][C:7]=1[C:8]([F:11])([F:10])[F:9].CCN(C(C)C)C(C)C.[CH3:31][O:32][C:33]1[CH:40]=[CH:39][C:36]([CH2:37][NH2:38])=[CH:35][CH:34]=1. The catalyst is CCO. The product is [CH3:31][O:32][C:33]1[CH:40]=[CH:39][C:36]([CH2:37][NH:38][C:2]2[N:3]=[N:4][C:5]([C:12]3[CH:17]=[CH:16][C:15]([C:18]([F:21])([F:20])[F:19])=[CH:14][CH:13]=3)=[CH:6][C:7]=2[C:8]([F:11])([F:10])[F:9])=[CH:35][CH:34]=1. The yield is 0.980. (7) The yield is 0.620. The product is [CH3:1][C:2]([CH3:17])([CH3:16])[C:3]#[C:4][C:5]1[CH:10]=[C:9]([N+:11]([O-:13])=[O:12])[CH:8]=[C:7]([F:14])[C:6]=1[NH:15][C:24](=[O:28])[CH2:25][CH2:26][CH3:27]. The reactants are [CH3:1][C:2]([CH3:17])([CH3:16])[C:3]#[C:4][C:5]1[CH:10]=[C:9]([N+:11]([O-:13])=[O:12])[CH:8]=[C:7]([F:14])[C:6]=1[NH2:15].N1C=CC=CC=1.[C:24](Cl)(=[O:28])[CH2:25][CH2:26][CH3:27]. The catalyst is C(Cl)Cl.